From a dataset of Full USPTO retrosynthesis dataset with 1.9M reactions from patents (1976-2016). Predict the reactants needed to synthesize the given product. The reactants are: [C:1]([O:5][C:6]([NH:8][CH2:9][CH2:10][NH:11][CH2:12][CH:13]([OH:24])[CH2:14][O:15][C:16]1[CH:21]=[CH:20][CH:19]=[CH:18][C:17]=1[O:22][CH3:23])=[O:7])([CH3:4])([CH3:3])[CH3:2].C(N(C(C)C)CC)(C)C.[Cl:34][CH2:35][C:36](Cl)=[O:37]. Given the product [C:1]([O:5][C:6]([NH:8][CH2:9][CH2:10][N:11]([CH2:12][CH:13]([OH:24])[CH2:14][O:15][C:16]1[CH:21]=[CH:20][CH:19]=[CH:18][C:17]=1[O:22][CH3:23])[C:36](=[O:37])[CH2:35][Cl:34])=[O:7])([CH3:4])([CH3:3])[CH3:2], predict the reactants needed to synthesize it.